The task is: Regression. Given a peptide amino acid sequence and an MHC pseudo amino acid sequence, predict their binding affinity value. This is MHC class II binding data.. This data is from Peptide-MHC class II binding affinity with 134,281 pairs from IEDB. (1) The peptide sequence is MSGPMQQLTQPLQQL. The MHC is DRB4_0101 with pseudo-sequence DRB4_0103. The binding affinity (normalized) is 0.367. (2) The peptide sequence is EHGSDEWVAMTKGEGGVWTF. The MHC is HLA-DQA10401-DQB10402 with pseudo-sequence HLA-DQA10401-DQB10402. The binding affinity (normalized) is 0.344. (3) The peptide sequence is EKKYFAATQFPPLAA. The MHC is DRB1_0101 with pseudo-sequence DRB1_0101. The binding affinity (normalized) is 0.806. (4) The peptide sequence is LMAFTAAVTSPLTTS. The MHC is DRB1_0401 with pseudo-sequence DRB1_0401. The binding affinity (normalized) is 0. (5) The binding affinity (normalized) is 0.409. The MHC is DRB1_0301 with pseudo-sequence DRB1_0301. The peptide sequence is CRSCTLPPLRYMGED. (6) The peptide sequence is AAFHSRFVQALTTAA. The MHC is HLA-DPA10201-DPB10101 with pseudo-sequence HLA-DPA10201-DPB10101. The binding affinity (normalized) is 0.649. (7) The peptide sequence is KSMKVTVAFNQFGPN. The MHC is DRB1_0301 with pseudo-sequence DRB1_0301. The binding affinity (normalized) is 0.235. (8) The peptide sequence is TEAPAAPAEGEKPAE. The MHC is DRB1_0901 with pseudo-sequence DRB1_0901. The binding affinity (normalized) is 0.0971. (9) The peptide sequence is SEFENDEHIILYLVN. The MHC is HLA-DPA10201-DPB10501 with pseudo-sequence HLA-DPA10201-DPB10501. The binding affinity (normalized) is 0.668. (10) The peptide sequence is VMDIISRKDQRGSGQVG. The MHC is DRB1_1101 with pseudo-sequence DRB1_1101. The binding affinity (normalized) is 0.554.